From a dataset of Peptide-MHC class II binding affinity with 134,281 pairs from IEDB. Regression. Given a peptide amino acid sequence and an MHC pseudo amino acid sequence, predict their binding affinity value. This is MHC class II binding data. (1) The binding affinity (normalized) is 0.634. The MHC is DRB1_0101 with pseudo-sequence DRB1_0101. The peptide sequence is TWAYHGSYEVKATGSA. (2) The peptide sequence is LVGPTPVNIIGRNLLTQLGC. The MHC is DRB1_0401 with pseudo-sequence DRB1_0401. The binding affinity (normalized) is 0.117. (3) The binding affinity (normalized) is 0.0593. The MHC is HLA-DPA10103-DPB10601 with pseudo-sequence HLA-DPA10103-DPB10601. The peptide sequence is AAITAGTTVYGAFAA. (4) The peptide sequence is AQLGLRKKTKQSITE. The MHC is H-2-IAb with pseudo-sequence H-2-IAb. The binding affinity (normalized) is 0.104.